Dataset: Reaction yield outcomes from USPTO patents with 853,638 reactions. Task: Predict the reaction yield, written as a fraction of the theoretical maximum amount of product (1.0 means a 100% yield; for example, 0.34 means a 34% yield). (1) The reactants are C[O:2][C:3]1(OC)[C:9]([NH:10][C:11](=[O:23])[C:12]2[CH:17]=[CH:16][C:15]([C:18]([F:21])([F:20])[F:19])=[CH:14][C:13]=2[OH:22])=[CH:8][C:7](=[O:24])[CH:6]2[CH:4]1[O:5]2.FC(F)(F)C(O)=O. The catalyst is ClCCl.C(OCC)(=O)C. The product is [O:2]=[C:3]1[C:9]([NH:10][C:11](=[O:23])[C:12]2[CH:17]=[CH:16][C:15]([C:18]([F:19])([F:20])[F:21])=[CH:14][C:13]=2[OH:22])=[CH:8][C:7](=[O:24])[CH:6]2[CH:4]1[O:5]2. The yield is 0.900. (2) The reactants are Cl[C:2]1[N:7]=[C:6]([N:8]2[CH2:13][CH2:12][CH:11]([CH3:14])[CH2:10][CH2:9]2)[CH:5]=[CH:4][N:3]=1.[NH2:15][C:16]1[NH:17][N:18]=[C:19]([CH3:21])[CH:20]=1.C(=O)([O-])[O-].[K+].[K+]. The catalyst is C(O)CCC. The product is [CH3:14][CH:11]1[CH2:12][CH2:13][N:8]([C:6]2[CH:5]=[CH:4][N:3]=[C:2]([NH:15][C:16]3[NH:17][N:18]=[C:19]([CH3:21])[CH:20]=3)[N:7]=2)[CH2:9][CH2:10]1. The yield is 0.500. (3) The reactants are [CH3:1][CH:2]([CH3:38])[C@H:3]([NH:33][C:34](=[O:37])[O:35][CH3:36])[C:4](=[O:32])[N:5]1[CH2:9][CH2:8][CH2:7][C@H:6]1[C:10]1[NH:14][C:13]2[C:15]3[C:20]([CH:21]=[CH:22][C:12]=2[N:11]=1)=[CH:19][C:18](B1OC(C)(C)C(C)(C)O1)=[CH:17][CH:16]=3.Br[C:40]1[CH:45]=[CH:44][C:43]([C:46]2[NH:50][C:49]([C@@H:51]3[C@@H:56]4[CH2:57][C@@H:53]([CH2:54][CH2:55]4)[N:52]3[C:58]([O:60][C:61]([CH3:64])([CH3:63])[CH3:62])=[O:59])=[N:48][CH:47]=2)=[CH:42][CH:41]=1.C([O-])([O-])=O.[K+].[K+]. The catalyst is COCCOC.C1C=CC([P]([Pd]([P](C2C=CC=CC=2)(C2C=CC=CC=2)C2C=CC=CC=2)([P](C2C=CC=CC=2)(C2C=CC=CC=2)C2C=CC=CC=2)[P](C2C=CC=CC=2)(C2C=CC=CC=2)C2C=CC=CC=2)(C2C=CC=CC=2)C2C=CC=CC=2)=CC=1. The product is [CH3:36][O:35][C:34]([NH:33][C@@H:3]([CH:2]([CH3:38])[CH3:1])[C:4]([N:5]1[CH2:9][CH2:8][CH2:7][C@H:6]1[C:10]1[NH:14][C:13]2[C:15]3[C:20]([CH:21]=[CH:22][C:12]=2[N:11]=1)=[CH:19][C:18]([C:40]1[CH:41]=[CH:42][C:43]([C:46]2[NH:50][C:49]([C@@H:51]4[C@@H:56]5[CH2:57][C@@H:53]([CH2:54][CH2:55]5)[N:52]4[C:58]([O:60][C:61]([CH3:64])([CH3:63])[CH3:62])=[O:59])=[N:48][CH:47]=2)=[CH:44][CH:45]=1)=[CH:17][CH:16]=3)=[O:32])=[O:37]. The yield is 0.830. (4) The reactants are [C:1]([C:3]1[CH:11]=[CH:10][CH:9]=[C:8]2[C:4]=1[CH2:5][N:6]([CH:13]([CH2:17][CH2:18][C:19](=[O:21])[NH2:20])[C:14](O)=[O:15])[C:7]2=[O:12])#[N:2]. The catalyst is C(#N)C. The product is [O:15]=[C:14]1[CH:13]([N:6]2[CH2:5][C:4]3[C:3]([C:1]#[N:2])=[CH:11][CH:10]=[CH:9][C:8]=3[C:7]2=[O:12])[CH2:17][CH2:18][C:19](=[O:21])[NH:20]1. The yield is 0.830. (5) The reactants are [Cl:1][C:2]1[CH:7]=[CH:6][C:5]([C:8]2[CH:13]=[C:12]([CH:14]([F:16])[F:15])[N:11]3[N:17]=[CH:18][CH:19]=[C:10]3[N:9]=2)=[CH:4][C:3]=1[CH3:20].C([O-])(=O)C.[Na+].[I:26]Cl. The catalyst is C(O)(=O)C.O. The product is [Cl:1][C:2]1[CH:7]=[CH:6][C:5]([C:8]2[CH:13]=[C:12]([CH:14]([F:16])[F:15])[N:11]3[N:17]=[CH:18][C:19]([I:26])=[C:10]3[N:9]=2)=[CH:4][C:3]=1[CH3:20]. The yield is 0.960. (6) The yield is 0.770. The reactants are Br[C:2]1[CH:14]=[CH:13][C:5]([CH2:6][CH2:7][NH:8][S:9]([CH3:12])(=[O:11])=[O:10])=[CH:4][CH:3]=1.[B:15]1([B:15]2[O:19][C:18]([CH3:21])([CH3:20])[C:17]([CH3:23])([CH3:22])[O:16]2)[O:19][C:18]([CH3:21])([CH3:20])[C:17]([CH3:23])([CH3:22])[O:16]1.C([O-])(=O)C.[K+].N#N. The catalyst is O1CCOCC1.C1C=CC(P([C]2[CH][CH][CH][CH]2)C2C=CC=CC=2)=CC=1.C1C=CC(P([C]2[CH][CH][CH][CH]2)C2C=CC=CC=2)=CC=1.Cl[Pd]Cl.[Fe].C(Cl)Cl. The product is [CH3:22][C:17]1([CH3:23])[C:18]([CH3:21])([CH3:20])[O:19][B:15]([C:2]2[CH:14]=[CH:13][C:5]([CH2:6][CH2:7][NH:8][S:9]([CH3:12])(=[O:11])=[O:10])=[CH:4][CH:3]=2)[O:16]1.